From a dataset of NCI-60 drug combinations with 297,098 pairs across 59 cell lines. Regression. Given two drug SMILES strings and cell line genomic features, predict the synergy score measuring deviation from expected non-interaction effect. (1) Drug 1: CN1CCC(CC1)COC2=C(C=C3C(=C2)N=CN=C3NC4=C(C=C(C=C4)Br)F)OC. Drug 2: C1CN1P(=S)(N2CC2)N3CC3. Cell line: SW-620. Synergy scores: CSS=26.6, Synergy_ZIP=-2.02, Synergy_Bliss=3.69, Synergy_Loewe=2.80, Synergy_HSA=2.97. (2) Drug 1: CC12CCC3C(C1CCC2=O)CC(=C)C4=CC(=O)C=CC34C. Drug 2: CC1=C(C=C(C=C1)NC(=O)C2=CC=C(C=C2)CN3CCN(CC3)C)NC4=NC=CC(=N4)C5=CN=CC=C5. Cell line: SK-OV-3. Synergy scores: CSS=24.2, Synergy_ZIP=2.68, Synergy_Bliss=2.98, Synergy_Loewe=0.648, Synergy_HSA=0.399. (3) Drug 1: C1CCC(C1)C(CC#N)N2C=C(C=N2)C3=C4C=CNC4=NC=N3. Drug 2: C1=C(C(=O)NC(=O)N1)N(CCCl)CCCl. Cell line: OVCAR-5. Synergy scores: CSS=6.15, Synergy_ZIP=-4.41, Synergy_Bliss=0.215, Synergy_Loewe=-12.0, Synergy_HSA=-3.65. (4) Drug 1: CC1=C2C(C(=O)C3(C(CC4C(C3C(C(C2(C)C)(CC1OC(=O)C(C(C5=CC=CC=C5)NC(=O)C6=CC=CC=C6)O)O)OC(=O)C7=CC=CC=C7)(CO4)OC(=O)C)O)C)OC(=O)C. Drug 2: COCCOC1=C(C=C2C(=C1)C(=NC=N2)NC3=CC=CC(=C3)C#C)OCCOC.Cl. Cell line: SK-MEL-5. Synergy scores: CSS=39.2, Synergy_ZIP=-1.85, Synergy_Bliss=-1.20, Synergy_Loewe=1.35, Synergy_HSA=1.25. (5) Drug 1: C1=CN(C(=O)N=C1N)C2C(C(C(O2)CO)O)O.Cl. Drug 2: C1CN1C2=NC(=NC(=N2)N3CC3)N4CC4. Cell line: NCI-H460. Synergy scores: CSS=67.2, Synergy_ZIP=-2.63, Synergy_Bliss=-3.57, Synergy_Loewe=-1.45, Synergy_HSA=1.48. (6) Drug 1: C1C(C(OC1N2C=NC3=C(N=C(N=C32)Cl)N)CO)O. Drug 2: COC1=C2C(=CC3=C1OC=C3)C=CC(=O)O2. Cell line: A549. Synergy scores: CSS=19.1, Synergy_ZIP=0.101, Synergy_Bliss=0.450, Synergy_Loewe=-6.90, Synergy_HSA=-0.710. (7) Drug 1: CC1=C2C(C(=O)C3(C(CC4C(C3C(C(C2(C)C)(CC1OC(=O)C(C(C5=CC=CC=C5)NC(=O)C6=CC=CC=C6)O)O)OC(=O)C7=CC=CC=C7)(CO4)OC(=O)C)O)C)OC(=O)C. Drug 2: C1CN(CCN1C(=O)CCBr)C(=O)CCBr. Cell line: KM12. Synergy scores: CSS=50.2, Synergy_ZIP=-3.15, Synergy_Bliss=2.70, Synergy_Loewe=-16.7, Synergy_HSA=-0.307. (8) Drug 1: C1CN1P(=S)(N2CC2)N3CC3. Drug 2: C1CNP(=O)(OC1)N(CCCl)CCCl. Cell line: UO-31. Synergy scores: CSS=3.15, Synergy_ZIP=-2.36, Synergy_Bliss=-3.00, Synergy_Loewe=-6.15, Synergy_HSA=-2.62. (9) Cell line: HCT-15. Drug 2: CS(=O)(=O)OCCCCOS(=O)(=O)C. Synergy scores: CSS=36.7, Synergy_ZIP=5.91, Synergy_Bliss=12.3, Synergy_Loewe=-2.48, Synergy_HSA=6.92. Drug 1: C1=CC(=CC=C1CC(C(=O)O)N)N(CCCl)CCCl.Cl.